Dataset: Catalyst prediction with 721,799 reactions and 888 catalyst types from USPTO. Task: Predict which catalyst facilitates the given reaction. (1) Reactant: [CH3:1][C:2]1([C:8](=[S:10])[NH2:9])[CH2:7][CH2:6][O:5][CH2:4][CH2:3]1.Br[CH2:12][C:13](=O)[C:14]([O:16][CH2:17][CH3:18])=[O:15]. Product: [CH3:1][C:2]1([C:8]2[S:10][CH:12]=[C:13]([C:14]([O:16][CH2:17][CH3:18])=[O:15])[N:9]=2)[CH2:7][CH2:6][O:5][CH2:4][CH2:3]1. The catalyst class is: 41. (2) Reactant: C(O)(C(F)(F)F)=O.[CH:8]([CH:10]1[CH2:15][CH2:14][N:13]([C:16]([O:18][C:19]([CH3:22])([CH3:21])[CH3:20])=[O:17])[CH2:12][CH2:11]1)=O.Cl.[Cl:24][C:25]1[CH:30]=[CH:29][C:28]([NH:31]N)=[CH:27][CH:26]=1.C(O)C. Product: [Cl:24][C:25]1[CH:26]=[C:27]2[C:10]3([CH2:15][CH2:14][N:13]([C:16]([O:18][C:19]([CH3:22])([CH3:21])[CH3:20])=[O:17])[CH2:12][CH2:11]3)[CH:8]=[N:31][C:28]2=[CH:29][CH:30]=1. The catalyst class is: 22. (3) Reactant: [CH2:1]([O:8][C:9]([NH:11][CH2:12][CH2:13][O:14][N:15]1C(=O)C2=CC=CC=C2C1=O)=[O:10])[C:2]1[CH:7]=[CH:6][CH:5]=[CH:4][CH:3]=1.O1CCCC1. Product: [CH2:1]([O:8][C:9]([NH:11][CH2:12][CH2:13][O:14][NH2:15])=[O:10])[C:2]1[CH:3]=[CH:4][CH:5]=[CH:6][CH:7]=1. The catalyst class is: 8. (4) Reactant: [N:1]1[CH:6]=[CH:5][C:4]([N:7]2[CH2:12][CH2:11][N:10]([S:13]([NH2:16])(=[O:15])=[O:14])[CH2:9][CH2:8]2)=[CH:3][CH:2]=1.C1(P(C2CCCCC2)C2C=CC=CC=2C2C(C(C)C)=CC(C(C)C)=CC=2C(C)C)CCCCC1.C(=O)([O-])[O-].[Cs+].[Cs+].[CH2:57]([O:59][C:60](=[O:81])[C@H:61]([O:63][C:64]1[CH:69]=[C:68](Cl)[N:67]=[C:66]([S:71][CH2:72][C:73]2[CH:78]=[CH:77][CH:76]=[C:75]([F:79])[C:74]=2[F:80])[N:65]=1)[CH3:62])[CH3:58]. Product: [F:80][C:74]1[C:75]([F:79])=[CH:76][CH:77]=[CH:78][C:73]=1[CH2:72][S:71][C:66]1[N:65]=[C:64]([O:63][C@H:61]([CH3:62])[C:60]([O:59][CH2:57][CH3:58])=[O:81])[CH:69]=[C:68]([NH:16][S:13]([N:10]2[CH2:9][CH2:8][N:7]([C:4]3[CH:5]=[CH:6][N:1]=[CH:2][CH:3]=3)[CH2:12][CH2:11]2)(=[O:15])=[O:14])[N:67]=1. The catalyst class is: 62. (5) Reactant: [C:1]([O:5][C:6]([NH:8][CH2:9][C:10]1[C:11]([C:37]2[CH:42]=[CH:41][C:40]([CH3:43])=[CH:39][CH:38]=2)=[C:12]([CH2:21][O:22][C:23]2[C:27]([C:28]([O:30][CH3:31])=[O:29])=[CH:26][N:25]([CH2:32][C:33]([O:35]C)=[O:34])[N:24]=2)[C:13]([CH3:20])=[N:14][C:15]=1[CH2:16][CH:17]([CH3:19])[CH3:18])=[O:7])([CH3:4])([CH3:3])[CH3:2].[OH-].[Na+].Cl. Product: [C:1]([O:5][C:6]([NH:8][CH2:9][C:10]1[C:11]([C:37]2[CH:42]=[CH:41][C:40]([CH3:43])=[CH:39][CH:38]=2)=[C:12]([CH2:21][O:22][C:23]2[C:27]([C:28]([O:30][CH3:31])=[O:29])=[CH:26][N:25]([CH2:32][C:33]([OH:35])=[O:34])[N:24]=2)[C:13]([CH3:20])=[N:14][C:15]=1[CH2:16][CH:17]([CH3:18])[CH3:19])=[O:7])([CH3:2])([CH3:3])[CH3:4]. The catalyst class is: 7. (6) Reactant: [F:1][CH:2]([F:11])[C:3](=O)[CH2:4][C:5](OCC)=[O:6].C(O)=O.[CH3:15][NH:16][NH2:17]. Product: [CH3:15][N:16]1[C:5]([OH:6])=[CH:4][C:3]([CH:2]([F:11])[F:1])=[N:17]1. The catalyst class is: 282. (7) Reactant: [CH3:1]C(C)([O-])C.[K+].[CH3:7][O:8][C:9]1[C:10]([CH2:21][CH2:22][CH:23]([CH3:25])[CH3:24])([CH:19]=O)[C:11]2[C:16]([CH2:17][CH:18]=1)=[CH:15][CH:14]=[CH:13][CH:12]=2. Product: [CH3:7][O:8][C:9]1[C:10]([CH2:21][CH2:22][CH:23]([CH3:25])[CH3:24])([CH:19]=[CH2:1])[C:11]2[C:16]([CH2:17][CH:18]=1)=[CH:15][CH:14]=[CH:13][CH:12]=2. The catalyst class is: 597. (8) Reactant: [C:1]1([CH:7]([O:14][C:15]([CH:17]2[N:21]3[C:22](=[O:26])[C:23](Br)([Br:24])[C@H:20]3[S:19](=[O:27])[C:18]2([CH3:29])[CH3:28])=[O:16])[C:8]2[CH:13]=[CH:12][CH:11]=[CH:10][CH:9]=2)[CH:6]=[CH:5][CH:4]=[CH:3][CH:2]=1.S([O-])([O-])(=O)=O.[Bi+3].S([O-])([O-])(=O)=O.S([O-])([O-])(=O)=O.[Bi+3].[Cl-].[Na+].[Mg]. Product: [C:1]1([CH:7]([O:14][C:15]([CH:17]2[N:21]3[C:22](=[O:26])[CH2:23][C@H:20]3[S:19](=[O:27])[C:18]2([CH3:29])[CH3:28])=[O:16])[C:8]2[CH:9]=[CH:10][CH:11]=[CH:12][CH:13]=2)[CH:2]=[CH:3][CH:4]=[CH:5][CH:6]=1.[C:1]1([CH:7]([O:14][C:15]([CH:17]2[N:21]3[C:22](=[O:26])[CH:23]([Br:24])[C@H:20]3[S:19](=[O:27])[C:18]2([CH3:29])[CH3:28])=[O:16])[C:8]2[CH:9]=[CH:10][CH:11]=[CH:12][CH:13]=2)[CH:2]=[CH:3][CH:4]=[CH:5][CH:6]=1. The catalyst class is: 46. (9) Reactant: [O:1]=[C:2]1[CH:11]=[CH:10][C:9]2[C:4](=[CH:5][CH:6]=[C:7]([S:12](Cl)(=[O:14])=[O:13])[CH:8]=2)[O:3]1.[CH3:16][O:17][C:18]1[CH:36]=[C:35]([O:37][CH2:38][C:39]2[C:40]([CH3:51])=[C:41]([C:45]3[CH:50]=[CH:49][CH:48]=[CH:47][CH:46]=3)[CH:42]=[CH:43][CH:44]=2)[CH:34]=[C:33]([O:52][CH3:53])[C:19]=1[CH2:20][N:21]([CH3:32])[CH2:22][CH2:23][NH:24]C(=O)OC(C)(C)C.COC1C=C(OCC2C(C)=C(C3C=CC=CC=3)C=CC=2)C=C(OC)C=1CN(C)CCN.C(O)(C(F)(F)F)=O.CCN(C(C)C)C(C)C. Product: [CH3:16][O:17][C:18]1[CH:36]=[C:35]([O:37][CH2:38][C:39]2[CH:44]=[CH:43][CH:42]=[C:41]([C:45]3[CH:50]=[CH:49][CH:48]=[CH:47][CH:46]=3)[C:40]=2[CH3:51])[CH:34]=[C:33]([O:52][CH3:53])[C:19]=1[CH2:20][N:21]([CH3:32])[CH2:22][CH2:23][NH:24][S:12]([C:7]1[CH:8]=[C:9]2[C:4](=[CH:5][CH:6]=1)[O:3][C:2](=[O:1])[CH:11]=[CH:10]2)(=[O:14])=[O:13]. The catalyst class is: 4. (10) Reactant: P12(SP3(SP(SP(S3)(S1)=S)(=S)S2)=S)=[S:2].[Cl:15][C:16]1[CH:17]=[C:18]([CH:35]=[CH:36][CH:37]=1)[CH2:19][C:20]1[NH:21][C:22](=O)[C:23]2[CH:28]=[N:27][N:26]([CH:29]3[CH2:33][CH2:32][CH2:31][CH2:30]3)[C:24]=2[N:25]=1.C(=O)(O)[O-].[Na+]. The catalyst class is: 17. Product: [Cl:15][C:16]1[CH:17]=[C:18]([CH:35]=[CH:36][CH:37]=1)[CH2:19][C:20]1[NH:21][C:22](=[S:2])[C:23]2[CH:28]=[N:27][N:26]([CH:29]3[CH2:33][CH2:32][CH2:31][CH2:30]3)[C:24]=2[N:25]=1.